This data is from Catalyst prediction with 721,799 reactions and 888 catalyst types from USPTO. The task is: Predict which catalyst facilitates the given reaction. (1) The catalyst class is: 110. Reactant: [O:1]=[C:2]1[C:7]2([CH2:12][CH2:11][N:10]([C:13]([O:15][C:16]([CH3:19])([CH3:18])[CH3:17])=[O:14])[CH2:9][CH2:8]2)[CH2:6][CH2:5][CH2:4][NH:3]1.FC(F)(F)S(O[C:26]1[CH2:27][O:28][C:29](=[O:32])[C:30]=1[CH3:31])(=O)=O.CC1(C)C2C(=C(P(C3C=CC=CC=3)C3C=CC=CC=3)C=CC=2)OC2C(P(C3C=CC=CC=3)C3C=CC=CC=3)=CC=CC1=2.C(=O)([O-])[O-].[Cs+].[Cs+]. Product: [CH3:31][C:30]1[C:29](=[O:32])[O:28][CH2:27][C:26]=1[N:3]1[CH2:4][CH2:5][CH2:6][C:7]2([CH2:8][CH2:9][N:10]([C:13]([O:15][C:16]([CH3:19])([CH3:18])[CH3:17])=[O:14])[CH2:11][CH2:12]2)[C:2]1=[O:1]. (2) Reactant: [NH2:1][CH2:2][CH2:3][CH2:4][N:5]1[C:14]2[C:9](=[N:10][CH:11]=[C:12]([CH2:15][C:16]3[CH:21]=[CH:20][C:19]([F:22])=[CH:18][CH:17]=3)[CH:13]=2)[C:8]([OH:23])=[C:7]([C:24]([NH:26][CH2:27][CH2:28][O:29][CH2:30][CH3:31])=[O:25])[C:6]1=[O:32].Cl[C:34]([O:36][CH3:37])=[O:35].C(N(C(C)C)CC)(C)C. The catalyst class is: 3. Product: [CH2:30]([O:29][CH2:28][CH2:27][NH:26][C:24]([C:7]1[C:6](=[O:32])[N:5]([CH2:4][CH2:3][CH2:2][NH:1][C:34](=[O:35])[O:36][CH3:37])[C:14]2[C:9]([C:8]=1[OH:23])=[N:10][CH:11]=[C:12]([CH2:15][C:16]1[CH:17]=[CH:18][C:19]([F:22])=[CH:20][CH:21]=1)[CH:13]=2)=[O:25])[CH3:31]. (3) Reactant: [C:1]([O:5][C:6]([N:8]1[CH2:13][CH2:12][CH:11]([C:14]([OH:16])=O)[CH2:10][CH2:9]1)=[O:7])([CH3:4])([CH3:3])[CH3:2].Cl.[C:18]1([CH2:24][CH2:25][CH2:26][CH:27]([NH2:37])[CH2:28][CH2:29][CH2:30][C:31]2[CH:36]=[CH:35][CH:34]=[CH:33][CH:32]=2)[CH:23]=[CH:22][CH:21]=[CH:20][CH:19]=1.C(N(CC)CC)C.Cl.CN(C)CCCN=C=NCC. Product: [C:1]([O:5][C:6]([N:8]1[CH2:9][CH2:10][CH:11]([C:14](=[O:16])[NH:37][CH:27]([CH2:26][CH2:25][CH2:24][C:18]2[CH:19]=[CH:20][CH:21]=[CH:22][CH:23]=2)[CH2:28][CH2:29][CH2:30][C:31]2[CH:32]=[CH:33][CH:34]=[CH:35][CH:36]=2)[CH2:12][CH2:13]1)=[O:7])([CH3:2])([CH3:3])[CH3:4]. The catalyst class is: 2. (4) Reactant: C(N(CC)CC)C.[C:8]([O:12][C:13]([N:15]1[CH2:20][CH2:19][C:18]([CH2:27][N:28]2[CH2:33][CH2:32][NH:31][CH2:30][C:29]2=[O:34])([NH:21][C:22]([O:24][CH2:25][CH3:26])=[O:23])[CH2:17][CH2:16]1)=[O:14])([CH3:11])([CH3:10])[CH3:9].[CH:35]([C:37]1[CH:42]=[CH:41][C:40]([S:43](Cl)(=[O:45])=[O:44])=[CH:39][CH:38]=1)=[CH2:36].C(=O)([O-])[O-].[Na+].[Na+]. Product: [C:8]([O:12][C:13]([N:15]1[CH2:16][CH2:17][C:18]([CH2:27][N:28]2[CH2:33][CH2:32][N:31]([S:43]([C:40]3[CH:41]=[CH:42][C:37]([CH:35]=[CH2:36])=[CH:38][CH:39]=3)(=[O:45])=[O:44])[CH2:30][C:29]2=[O:34])([NH:21][C:22]([O:24][CH2:25][CH3:26])=[O:23])[CH2:19][CH2:20]1)=[O:14])([CH3:9])([CH3:10])[CH3:11]. The catalyst class is: 4. (5) Reactant: [CH2:1]([O:8][C:9](=[O:24])[NH:10][CH2:11][C@H:12]1[CH2:16][CH2:15][N:14]([C:17](OC(C)(C)C)=O)[CH2:13]1)[C:2]1[CH:7]=[CH:6][CH:5]=[CH:4][CH:3]=1.Cl.ClC1[C:36]2[C:31](=[CH:32][C:33]([CH3:37])=[CH:34][CH:35]=2)[N:30]=[C:29]([C:38]2[CH:43]=[CH:42][CH:41]=[CH:40][C:39]=2[OH:44])[N:28]=1.C(N(CC)CC)C. Product: [CH2:1]([O:8][C:9](=[O:24])[NH:10][CH2:11][C@H:12]1[CH2:16][CH2:15][N:14]([C:17]2[C:36]3[C:31](=[CH:32][C:33]([CH3:37])=[CH:34][CH:35]=3)[N:30]=[C:29]([C:38]3[CH:43]=[CH:42][CH:41]=[CH:40][C:39]=3[OH:44])[N:28]=2)[CH2:13]1)[C:2]1[CH:3]=[CH:4][CH:5]=[CH:6][CH:7]=1. The catalyst class is: 258.